This data is from Catalyst prediction with 721,799 reactions and 888 catalyst types from USPTO. The task is: Predict which catalyst facilitates the given reaction. Reactant: I[CH2:2][C:3](N)=O.[F:6][C:7]1[C:8]([NH:23][C@@H:24]2[CH2:29][CH2:28][CH2:27][N:26]([C:30](=[O:33])[CH:31]=[CH2:32])[CH2:25]2)=[N:9][C:10]([NH:13][C:14]2[CH:15]=[C:16]3[C:20](=[CH:21][CH:22]=2)[CH2:19][NH:18][CH2:17]3)=[N:11][CH:12]=1.[C:34]([O-])([O-])=O.[K+].[K+]. Product: [F:6][C:7]1[C:8]([NH:23][C@@H:24]2[CH2:29][CH2:28][CH2:27][N:26]([C:30](=[O:33])[CH:31]=[CH2:32])[CH2:25]2)=[N:9][C:10]([NH:13][C:14]2[CH:15]=[C:16]3[C:20](=[CH:21][CH:22]=2)[CH2:19][N:18]([CH:2]([CH3:3])[CH3:34])[CH2:17]3)=[N:11][CH:12]=1. The catalyst class is: 144.